Dataset: Full USPTO retrosynthesis dataset with 1.9M reactions from patents (1976-2016). Task: Predict the reactants needed to synthesize the given product. (1) Given the product [C:14]([S:17][CH2:2][CH2:3][CH2:4][NH:5][C:6](=[O:12])[O:7][C:8]([CH3:11])([CH3:10])[CH3:9])([CH3:16])([CH3:15])[CH3:13], predict the reactants needed to synthesize it. The reactants are: Br[CH2:2][CH2:3][CH2:4][NH:5][C:6](=[O:12])[O:7][C:8]([CH3:11])([CH3:10])[CH3:9].[CH3:13][C:14]([S-:17])([CH3:16])[CH3:15].[Na+]. (2) Given the product [CH:1]([C:17]1[CH:22]=[CH:21][C:20]([N+:23]([O-:25])=[O:24])=[CH:19][N:18]=1)=[CH2:2], predict the reactants needed to synthesize it. The reactants are: [CH2:1]([Sn](CCCC)(CCCC)C=C)[CH2:2]CC.Cl[C:17]1[CH:22]=[CH:21][C:20]([N+:23]([O-:25])=[O:24])=[CH:19][N:18]=1.C1(C)C(O)=CC=CC=1.[F-].[Na+]. (3) Given the product [Cl:1][C:2]1[CH:11]=[CH:10][C:9]2[C:4](=[CH:5][CH:6]=[C:7]([CH2:12][C:13]3[N:19]4[N:20]=[C:21]([C:24]5[CH:25]=[N:26][CH:27]=[CH:28][CH:29]=5)[CH:22]=[CH:23][C:18]4=[N:16][N:15]=3)[CH:8]=2)[N:3]=1, predict the reactants needed to synthesize it. The reactants are: [Cl:1][C:2]1[CH:11]=[CH:10][C:9]2[C:4](=[CH:5][CH:6]=[C:7]([CH2:12][C:13]([NH:15][NH2:16])=O)[CH:8]=2)[N:3]=1.Cl[C:18]1[N:19]=[N:20][C:21]([C:24]2[CH:25]=[N:26][CH:27]=[CH:28][CH:29]=2)=[CH:22][CH:23]=1. (4) Given the product [CH3:23][N:19]1[C:18]2[CH:17]=[CH:16][CH:15]=[C:14]([NH:13][C:11]([NH:10][C:5]3[CH:6]=[CH:7][CH:8]=[CH:9][C:4]=3[N+:1]([O-:3])=[O:2])=[S:12])[C:22]=2[N:21]=[CH:20]1, predict the reactants needed to synthesize it. The reactants are: [N+:1]([C:4]1[CH:9]=[CH:8][CH:7]=[CH:6][C:5]=1[N:10]=[C:11]=[S:12])([O-:3])=[O:2].[NH2:13][C:14]1[C:22]2[N:21]=[CH:20][N:19]([CH3:23])[C:18]=2[CH:17]=[CH:16][CH:15]=1.COC1C=CN=CC=1NC(NC1C2N=CN(C)C=2C=CC=1)=S. (5) Given the product [C:1]([O:5][C:6]([N:8]1[CH2:14][CH2:13][C:12]2[C:15]([S:20][CH2:27][C:28]([O:30][CH3:31])=[O:29])=[C:16]([Cl:19])[CH:17]=[CH:18][C:11]=2[CH2:10][CH2:9]1)=[O:7])([CH3:4])([CH3:2])[CH3:3], predict the reactants needed to synthesize it. The reactants are: [C:1]([O:5][C:6]([N:8]1[CH2:14][CH2:13][C:12]2[C:15]([S:20]C(=O)N(C)C)=[C:16]([Cl:19])[CH:17]=[CH:18][C:11]=2[CH2:10][CH2:9]1)=[O:7])([CH3:4])([CH3:3])[CH3:2].Br[CH2:27][C:28]([O:30][CH3:31])=[O:29]. (6) Given the product [CH3:1][O:2][C:3]1[CH:4]=[C:5]([CH:6]=[CH:14][C:15]([OH:17])=[O:16])[CH:8]=[CH:9][C:10]=1[O:11][CH3:12], predict the reactants needed to synthesize it. The reactants are: [CH3:1][O:2][C:3]1[CH:4]=[C:5]([CH:8]=[CH:9][C:10]=1[O:11][CH3:12])[CH:6]=O.C(O)(=O)[CH2:14][C:15]([OH:17])=[O:16].N1CCCCC1.